Dataset: NCI-60 drug combinations with 297,098 pairs across 59 cell lines. Task: Regression. Given two drug SMILES strings and cell line genomic features, predict the synergy score measuring deviation from expected non-interaction effect. (1) Drug 1: C1=CC(=CC=C1CCC2=CNC3=C2C(=O)NC(=N3)N)C(=O)NC(CCC(=O)O)C(=O)O. Drug 2: B(C(CC(C)C)NC(=O)C(CC1=CC=CC=C1)NC(=O)C2=NC=CN=C2)(O)O. Cell line: UACC62. Synergy scores: CSS=11.8, Synergy_ZIP=-2.95, Synergy_Bliss=4.71, Synergy_Loewe=3.82, Synergy_HSA=3.91. (2) Drug 1: CCCCCOC(=O)NC1=NC(=O)N(C=C1F)C2C(C(C(O2)C)O)O. Drug 2: CC1=C(C(=O)C2=C(C1=O)N3CC4C(C3(C2COC(=O)N)OC)N4)N. Cell line: KM12. Synergy scores: CSS=24.2, Synergy_ZIP=-5.61, Synergy_Bliss=-4.11, Synergy_Loewe=-35.3, Synergy_HSA=-4.97. (3) Drug 1: CCC1=C2CN3C(=CC4=C(C3=O)COC(=O)C4(CC)O)C2=NC5=C1C=C(C=C5)O. Drug 2: CN1C2=C(C=C(C=C2)N(CCCl)CCCl)N=C1CCCC(=O)O.Cl. Cell line: NCI/ADR-RES. Synergy scores: CSS=3.32, Synergy_ZIP=-2.84, Synergy_Bliss=1.04, Synergy_Loewe=-3.70, Synergy_HSA=1.15.